Dataset: Full USPTO retrosynthesis dataset with 1.9M reactions from patents (1976-2016). Task: Predict the reactants needed to synthesize the given product. (1) The reactants are: C([O:8][C:9]1[CH:25]=[CH:24][C:12]([CH2:13][CH:14]([CH2:20][CH2:21][CH2:22][CH3:23])[C:15]([O:17][CH2:18][CH3:19])=[O:16])=[CH:11][CH:10]=1)C1C=CC=CC=1. Given the product [OH:8][C:9]1[CH:10]=[CH:11][C:12]([CH2:13][CH:14]([CH2:20][CH2:21][CH2:22][CH3:23])[C:15]([O:17][CH2:18][CH3:19])=[O:16])=[CH:24][CH:25]=1, predict the reactants needed to synthesize it. (2) Given the product [Br:1][C:2]1[CH:3]=[CH:4][C:5]([CH:8]2[CH2:10][CH:9]2[C:11]([OH:13])=[O:12])=[CH:6][CH:7]=1, predict the reactants needed to synthesize it. The reactants are: [Br:1][C:2]1[CH:7]=[CH:6][C:5]([C@@H:8]2[CH2:10][C@H:9]2[C:11]([O:13]CC)=[O:12])=[CH:4][CH:3]=1.[Li+].[OH-]. (3) Given the product [CH3:20][C:15]1([CH3:21])[C:16]([CH3:19])([CH3:18])[O:17][B:13]([C:2]2[CH:7]=[CH:6][C:5]([C@@H:8]3[CH2:11][C@H:10]([OH:12])[CH2:9]3)=[CH:4][CH:3]=2)[O:14]1, predict the reactants needed to synthesize it. The reactants are: Br[C:2]1[CH:7]=[CH:6][C:5]([C@@H:8]2[CH2:11][C@H:10]([OH:12])[CH2:9]2)=[CH:4][CH:3]=1.[B:13]1([B:13]2[O:17][C:16]([CH3:19])([CH3:18])[C:15]([CH3:21])([CH3:20])[O:14]2)[O:17][C:16]([CH3:19])([CH3:18])[C:15]([CH3:21])([CH3:20])[O:14]1.C([O-])(=O)C.[K+].